From a dataset of Catalyst prediction with 721,799 reactions and 888 catalyst types from USPTO. Predict which catalyst facilitates the given reaction. Reactant: Br[C:2]1[C:11]2[C:6](=[CH:7][C:8]([C:12]3[CH:17]=[CH:16][C:15]([O:18][CH3:19])=[CH:14][CH:13]=3)=[CH:9][CH:10]=2)[CH:5]=[CH:4][C:3]=1[O:20][CH3:21].[C:22]([Cu])#[N:23].CN(C=O)C. Product: [CH3:21][O:20][C:3]1[CH:4]=[CH:5][C:6]2[C:11](=[CH:10][CH:9]=[C:8]([C:12]3[CH:17]=[CH:16][C:15]([O:18][CH3:19])=[CH:14][CH:13]=3)[CH:7]=2)[C:2]=1[C:22]#[N:23]. The catalyst class is: 13.